Dataset: Peptide-MHC class I binding affinity with 185,985 pairs from IEDB/IMGT. Task: Regression. Given a peptide amino acid sequence and an MHC pseudo amino acid sequence, predict their binding affinity value. This is MHC class I binding data. The peptide sequence is RPQLWRYRW. The MHC is HLA-B40:01 with pseudo-sequence HLA-B40:01. The binding affinity (normalized) is 0.0847.